From a dataset of Catalyst prediction with 721,799 reactions and 888 catalyst types from USPTO. Predict which catalyst facilitates the given reaction. (1) The catalyst class is: 2. Product: [Br:1][C:2]1[CH:3]=[CH:4][C:5]([C:6]([NH:18][CH:16]([CH3:17])[CH3:15])=[O:8])=[CH:9][CH:10]=1. Reactant: [Br:1][C:2]1[CH:10]=[CH:9][C:5]([C:6]([OH:8])=O)=[CH:4][CH:3]=1.S(Cl)(Cl)=O.[CH3:15][CH:16]([NH2:18])[CH3:17]. (2) Reactant: [Cl:1][C:2]1[CH:3]=[C:4]2[C:9](=[CH:10][CH:11]=1)[NH:8][C:7](=[O:12])[N:6]([CH2:13][C:14]([F:17])([F:16])[F:15])[C:5]2([CH:19]1[CH2:21][CH2:20]1)O.CCN(CC)CC.O=S(Cl)Cl.[CH2:33]([Mg]Br)[CH:34]([CH3:36])[CH3:35]. Product: [Cl:1][C:2]1[CH:3]=[C:4]2[C:9](=[CH:10][CH:11]=1)[NH:8][C:7](=[O:12])[N:6]([CH2:13][C:14]([F:17])([F:16])[F:15])[C:5]2([CH:19]1[CH2:21][CH2:20]1)[CH2:33][CH:34]([CH3:36])[CH3:35]. The catalyst class is: 11. (3) Reactant: [O:1]1[C:5]2[CH:6]=[CH:7][CH:8]=[CH:9][C:4]=2[C:3]([CH2:10][CH2:11][C:12]2[N:13]=[CH:14][N:15](C(C3C=CC=CC=3)(C3C=CC=CC=3)C3C=CC=CC=3)[CH:16]=2)=[CH:2]1.[OH-].[Na+]. Product: [O:1]1[C:5]2[CH:6]=[CH:7][CH:8]=[CH:9][C:4]=2[C:3]([CH2:10][CH2:11][C:12]2[N:13]=[CH:14][NH:15][CH:16]=2)=[CH:2]1. The catalyst class is: 86. (4) Reactant: [CH3:1][O:2][C:3]1[CH:8]=[CH:7][CH:6]=[CH:5][C:4]=1[N:9]1[CH2:14][CH2:13][C:12]([CH2:23][NH2:24])([C:15]2[CH:20]=[CH:19][CH:18]=[C:17]([O:21][CH3:22])[CH:16]=2)[CH2:11][CH2:10]1.[CH:25](=O)[C:26]1[CH:31]=[CH:30][CH:29]=[CH:28][CH:27]=1.C(O[BH-](OC(=O)C)OC(=O)C)(=O)C.[Na+].C(O)(=O)C.C(=O)([O-])O.[Na+]. Product: [CH2:25]([NH:24][CH2:23][C:12]1([C:15]2[CH:20]=[CH:19][CH:18]=[C:17]([O:21][CH3:22])[CH:16]=2)[CH2:13][CH2:14][N:9]([C:4]2[CH:5]=[CH:6][CH:7]=[CH:8][C:3]=2[O:2][CH3:1])[CH2:10][CH2:11]1)[C:26]1[CH:31]=[CH:30][CH:29]=[CH:28][CH:27]=1. The catalyst class is: 68. (5) Reactant: [CH3:1][N:2]([CH3:27])[C:3]([C:5]1[C:15]([CH2:16][CH2:17][C@@H:18](O)[C:19]2[CH:24]=[CH:23][CH:22]=[CH:21][CH:20]=2)=[C:14]([OH:26])[C:8]2[N:9]=[C:10]([CH3:13])[N:11]([CH3:12])[C:7]=2[CH:6]=1)=[O:4].CC(OC(/N=N/C(OC(C)C)=O)=O)C.C1(P(C2C=CC=CC=2)C2C=CC=CC=2)C=CC=CC=1.[Cl-].[NH4+]. Product: [CH3:1][N:2]([CH3:27])[C:3]([C:5]1[C:15]2[CH2:16][CH2:17][C@@H:18]([C:19]3[CH:24]=[CH:23][CH:22]=[CH:21][CH:20]=3)[O:26][C:14]=2[C:8]2[N:9]=[C:10]([CH3:13])[N:11]([CH3:12])[C:7]=2[CH:6]=1)=[O:4]. The catalyst class is: 7.